From a dataset of Full USPTO retrosynthesis dataset with 1.9M reactions from patents (1976-2016). Predict the reactants needed to synthesize the given product. (1) Given the product [NH2:30][C@H:10]([CH2:9][C:4]1[CH:5]=[CH:6][C:7]([Cl:8])=[C:2]([Cl:1])[CH:3]=1)[C:11]([N:13]1[CH2:14][CH2:15][N:16]([C:19]2[CH:24]=[CH:23][CH:22]=[CH:21][C:20]=2[NH:25][S:26]([CH3:29])(=[O:27])=[O:28])[CH2:17][CH2:18]1)=[O:12], predict the reactants needed to synthesize it. The reactants are: [Cl:1][C:2]1[CH:3]=[C:4]([CH2:9][C@@H:10]([NH:30]C(OC(C)(C)C)=O)[C:11]([N:13]2[CH2:18][CH2:17][N:16]([C:19]3[CH:24]=[CH:23][CH:22]=[CH:21][C:20]=3[NH:25][S:26]([CH3:29])(=[O:28])=[O:27])[CH2:15][CH2:14]2)=[O:12])[CH:5]=[CH:6][C:7]=1[Cl:8]. (2) Given the product [NH:1]1[C:9]2[CH:8]=[CH:7][N:6]=[CH:5][C:4]=2[C:3]([CH:20]=[O:22])=[CH:2]1, predict the reactants needed to synthesize it. The reactants are: [NH:1]1[C:9]2[CH:8]=[CH:7][N:6]=[CH:5][C:4]=2[CH:3]=[CH:2]1.C1N2CN3CN(C2)CN1C3.[C:20](O)(=[O:22])C. (3) Given the product [CH:28]1([O:27][C:25](=[O:26])[NH:1][C:2]2[C:3]([C:7]3[NH:23][C:10]4=[CH:11][C:12]5[C:13]([CH3:22])([CH3:21])[C:14](=[O:20])[N:15]([CH2:18][CH3:19])[C:16]=5[CH:17]=[C:9]4[N:8]=3)=[N:4][NH:5][CH:6]=2)[CH2:32][CH2:31][CH2:30][CH2:29]1, predict the reactants needed to synthesize it. The reactants are: [NH2:1][C:2]1[C:3]([C:7]2[NH:23][C:10]3=[CH:11][C:12]4[C:13]([CH3:22])([CH3:21])[C:14](=[O:20])[N:15]([CH2:18][CH3:19])[C:16]=4[CH:17]=[C:9]3[N:8]=2)=[N:4][NH:5][CH:6]=1.Cl[C:25]([O:27][CH:28]1[CH2:32][CH2:31][CH2:30][CH2:29]1)=[O:26]. (4) Given the product [CH3:25][O:26][C:27]1[CH:28]=[C:29]([CH:42]=[CH:43][C:44]=1[O:45][CH3:46])[O:30][CH2:31][C:32]1[O:36][N:35]=[C:34]([C@@H:37]2[CH2:41][CH2:40][CH2:39][N:38]2[C:3](=[O:5])[C:2]([F:1])([F:17])[C:6]2([OH:16])[CH2:11][C:10]([CH3:13])([CH3:12])[CH2:9][C:8]([CH3:15])([CH3:14])[CH2:7]2)[CH:33]=1, predict the reactants needed to synthesize it. The reactants are: [F:1][C:2]([F:17])([C:6]1([OH:16])[CH2:11][C:10]([CH3:13])([CH3:12])[CH2:9][C:8]([CH3:15])([CH3:14])[CH2:7]1)[C:3]([O-:5])=O.CCN(CC)CC.[CH3:25][O:26][C:27]1[CH:28]=[C:29]([CH:42]=[CH:43][C:44]=1[O:45][CH3:46])[O:30][CH2:31][C:32]1[O:36][N:35]=[C:34]([C@@H:37]2[CH2:41][CH2:40][CH2:39][NH:38]2)[CH:33]=1. (5) Given the product [CH:4]1([Si:12]([Cl:14])([Cl:13])[Cl:11])[CH2:5][CH2:1][CH:2]=[CH:3]1, predict the reactants needed to synthesize it. The reactants are: [CH2:1]1[CH:5]2[CH:4]3[CH:3]=[CH:2][CH:1]([CH:4]2[CH:3]=[CH:2]1)[CH2:5]3.[Cl:11][SiH:12]([Cl:14])[Cl:13].CCCCCCCCCCCCCCCC.